From a dataset of Reaction yield outcomes from USPTO patents with 853,638 reactions. Predict the reaction yield, written as a fraction of the theoretical maximum amount of product (1.0 means a 100% yield; for example, 0.34 means a 34% yield). (1) The reactants are CO[C:3](=[O:19])[C:4]1[C:9]([NH:10][C:11]([CH:13]2[CH2:15][CH2:14]2)=[O:12])=[CH:8][CH:7]=[C:6]([F:16])[C:5]=1[CH2:17]Br.CCN(CC)CC.[CH2:27]([O:29][C:30]1[CH:31]=[C:32]([C@H:38]([NH2:44])[CH2:39][S:40]([CH3:43])(=[O:42])=[O:41])[CH:33]=[CH:34][C:35]=1[O:36][CH3:37])[CH3:28]. The yield is 0.550. The product is [CH2:27]([O:29][C:30]1[CH:31]=[C:32]([C@H:38]([N:44]2[C:3](=[O:19])[C:4]3[C:5](=[C:6]([F:16])[CH:7]=[CH:8][C:9]=3[NH:10][C:11]([CH:13]3[CH2:14][CH2:15]3)=[O:12])[CH2:17]2)[CH2:39][S:40]([CH3:43])(=[O:42])=[O:41])[CH:33]=[CH:34][C:35]=1[O:36][CH3:37])[CH3:28]. The catalyst is CN(C=O)C. (2) The reactants are [Br:1][C:2]1[CH:3]=[C:4]([F:14])[C:5]2[O:9][C:8](C(O)=O)=[CH:7][C:6]=2[CH:13]=1. The catalyst is N1C2C(=CC=CC=2)C=CC=1.[Cu]. The product is [Br:1][C:2]1[CH:3]=[C:4]([F:14])[C:5]2[O:9][CH:8]=[CH:7][C:6]=2[CH:13]=1. The yield is 1.00. (3) The reactants are [OH-].[Na+].[CH3:3][O:4][C:5]1[CH:14]=[C:13]([C:15]2[CH:20]=[CH:19][CH:18]=[CH:17][CH:16]=2)[CH:12]=[CH:11][C:6]=1[C:7]([O:9]C)=[O:8]. The catalyst is CO. The product is [CH3:3][O:4][C:5]1[CH:14]=[C:13]([C:15]2[CH:20]=[CH:19][CH:18]=[CH:17][CH:16]=2)[CH:12]=[CH:11][C:6]=1[C:7]([OH:9])=[O:8]. The yield is 0.960. (4) The reactants are [Br:1][C:2]1[CH:3]=[C:4](I)[C:5]([O:8][CH2:9][CH3:10])=[N:6][CH:7]=1.[CH:12]12[NH:19][CH:16]([CH2:17][CH2:18]1)[CH2:15][O:14][CH2:13]2. No catalyst specified. The product is [Br:1][C:2]1[CH:3]=[C:4]([N:19]2[CH:12]3[CH2:18][CH2:17][CH:16]2[CH2:15][O:14][CH2:13]3)[C:5]([O:8][CH2:9][CH3:10])=[N:6][CH:7]=1. The yield is 0.460. (5) The reactants are [NH2:1][C:2]1[C:7]([NH2:8])=[C:6]([NH:9][C@@H:10]2[C@@H:15]3[CH2:16][C@@H:12]([CH:13]=[CH:14]3)[C@@H:11]2[C:17]([NH2:19])=[O:18])[C:5]([Br:20])=[CH:4][N:3]=1.[C:21]([C:23]1[CH:24]=[C:25]([CH:28]=[CH:29][CH:30]=1)[CH:26]=O)#[N:22].C([O-])(=O)C.[NH4+]. No catalyst specified. The product is [Br:20][C:5]1[C:6]([NH:9][C@@H:10]2[C@@H:15]3[CH2:16][C@@H:12]([CH:13]=[CH:14]3)[C@@H:11]2[C:17]([NH2:19])=[O:18])=[C:7]2[N:8]=[C:26]([C:25]3[CH:28]=[CH:29][CH:30]=[C:23]([C:21]#[N:22])[CH:24]=3)[NH:1][C:2]2=[N:3][CH:4]=1. The yield is 0.170. (6) The reactants are [Cl:1][C:2]1[CH:7]=[CH:6][C:5](B(O)O)=[CH:4][CH:3]=1.[C:11]([NH:18][CH2:19][CH2:20][C:21]1[CH:26]=[CH:25][C:24]([OH:27])=[CH:23][CH:22]=1)([O:13][C:14]([CH3:17])([CH3:16])[CH3:15])=[O:12].N1C=CC=CC=1. The catalyst is C(Cl)Cl. The product is [C:14]([O:13][C:11](=[O:12])[NH:18][CH2:19][CH2:20][C:21]1[CH:26]=[CH:25][C:24]([O:27][C:5]2[CH:6]=[CH:7][C:2]([Cl:1])=[CH:3][CH:4]=2)=[CH:23][CH:22]=1)([CH3:17])([CH3:15])[CH3:16]. The yield is 0.681.